Predict the reaction yield, written as a fraction of the theoretical maximum amount of product (1.0 means a 100% yield; for example, 0.34 means a 34% yield). From a dataset of Buchwald-Hartwig C-N cross coupling reaction yields with 55,370 reactions. (1) The reactants are FC(F)(F)c1ccc(I)cc1.Cc1ccc(N)cc1.O=S(=O)(O[Pd]1c2ccccc2-c2ccccc2N~1)C(F)(F)F.CC(C)c1cc(C(C)C)c(-c2ccccc2P(C(C)(C)C)C(C)(C)C)c(C(C)C)c1.CN1CCCN2CCCN=C12.CCOC(=O)c1ccon1. No catalyst specified. The product is Cc1ccc(Nc2ccc(C(F)(F)F)cc2)cc1. The yield is 0.487. (2) The reactants are COc1ccc(I)cc1.Cc1ccc(N)cc1.O=S(=O)(O[Pd]1c2ccccc2-c2ccccc2N~1)C(F)(F)F.CC(C)c1cc(C(C)C)c(-c2ccccc2P(C(C)(C)C)C(C)(C)C)c(C(C)C)c1.CN1CCCN2CCCN=C12.CCOC(=O)c1cc(C)no1. No catalyst specified. The product is COc1ccc(Nc2ccc(C)cc2)cc1. The yield is 0.537. (3) The reactants are Ic1cccnc1.Cc1ccc(N)cc1.O=S(=O)(O[Pd]1c2ccccc2-c2ccccc2N~1)C(F)(F)F.COc1ccc(OC)c(P([C@]23C[C@H]4C[C@H](C[C@H](C4)C2)C3)[C@]23C[C@H]4C[C@H](C[C@H](C4)C2)C3)c1-c1c(C(C)C)cc(C(C)C)cc1C(C)C.CCN=P(N=P(N(C)C)(N(C)C)N(C)C)(N(C)C)N(C)C.c1ccc(-c2cnoc2)cc1. No catalyst specified. The product is Cc1ccc(Nc2cccnc2)cc1. The yield is 0.686. (4) The reactants are Brc1ccccn1.Cc1ccc(N)cc1.O=S(=O)(O[Pd]1c2ccccc2-c2ccccc2N~1)C(F)(F)F.COc1ccc(OC)c(P([C@]23C[C@H]4C[C@H](C[C@H](C4)C2)C3)[C@]23C[C@H]4C[C@H](C[C@H](C4)C2)C3)c1-c1c(C(C)C)cc(C(C)C)cc1C(C)C.CCN=P(N=P(N(C)C)(N(C)C)N(C)C)(N(C)C)N(C)C.CCOC(=O)c1ccon1. No catalyst specified. The product is Cc1ccc(Nc2ccccn2)cc1. The yield is 0. (5) The reactants are CCc1ccc(I)cc1.Cc1ccc(N)cc1.O=S(=O)(O[Pd]1c2ccccc2-c2ccccc2N~1)C(F)(F)F.COc1ccc(OC)c(P(C(C)(C)C)C(C)(C)C)c1-c1c(C(C)C)cc(C(C)C)cc1C(C)C.CN(C)C(=NC(C)(C)C)N(C)C.COC(=O)c1cc(-c2cccs2)on1. The product is CCc1ccc(Nc2ccc(C)cc2)cc1. No catalyst specified. The yield is 0.654. (6) The reactants are CCc1ccc(I)cc1.Cc1ccc(N)cc1.O=S(=O)(O[Pd]1c2ccccc2-c2ccccc2N~1)C(F)(F)F.COc1ccc(OC)c(P(C(C)(C)C)C(C)(C)C)c1-c1c(C(C)C)cc(C(C)C)cc1C(C)C.CCN=P(N=P(N(C)C)(N(C)C)N(C)C)(N(C)C)N(C)C.c1ccc2nocc2c1. No catalyst specified. The product is CCc1ccc(Nc2ccc(C)cc2)cc1. The yield is 0.112. (7) The reactants are Ic1ccccn1.Cc1ccc(N)cc1.O=S(=O)(O[Pd]1c2ccccc2-c2ccccc2N~1)C(F)(F)F.COc1ccc(OC)c(P([C@]23C[C@H]4C[C@H](C[C@H](C4)C2)C3)[C@]23C[C@H]4C[C@H](C[C@H](C4)C2)C3)c1-c1c(C(C)C)cc(C(C)C)cc1C(C)C.CN(C)C(=NC(C)(C)C)N(C)C.Cc1ccon1. No catalyst specified. The product is Cc1ccc(Nc2ccccn2)cc1. The yield is 0.778. (8) The reactants are COc1ccc(I)cc1.Cc1ccc(N)cc1.O=S(=O)(O[Pd]1c2ccccc2-c2ccccc2N~1)C(F)(F)F.CC(C)c1cc(C(C)C)c(-c2ccccc2P(C(C)(C)C)C(C)(C)C)c(C(C)C)c1.CN1CCCN2CCCN=C12.Cc1ccon1. No catalyst specified. The product is COc1ccc(Nc2ccc(C)cc2)cc1. The yield is 0.489. (9) The reactants are COc1ccc(I)cc1.Cc1ccc(N)cc1.O=S(=O)(O[Pd]1c2ccccc2-c2ccccc2N~1)C(F)(F)F.CC(C)c1cc(C(C)C)c(-c2ccccc2P(C2CCCCC2)C2CCCCC2)c(C(C)C)c1.CN1CCCN2CCCN=C12.c1ccc(-c2ccno2)cc1. No catalyst specified. The product is COc1ccc(Nc2ccc(C)cc2)cc1. The yield is 0.0514. (10) The yield is 0.296. The product is Cc1ccc(Nc2ccccn2)cc1. No catalyst specified. The reactants are Clc1ccccn1.Cc1ccc(N)cc1.O=S(=O)(O[Pd]1c2ccccc2-c2ccccc2N~1)C(F)(F)F.COc1ccc(OC)c(P([C@]23C[C@H]4C[C@H](C[C@H](C4)C2)C3)[C@]23C[C@H]4C[C@H](C[C@H](C4)C2)C3)c1-c1c(C(C)C)cc(C(C)C)cc1C(C)C.CN1CCCN2CCCN=C12.Fc1cccc(F)c1-c1ccno1.